Dataset: Reaction yield outcomes from USPTO patents with 853,638 reactions. Task: Predict the reaction yield, written as a fraction of the theoretical maximum amount of product (1.0 means a 100% yield; for example, 0.34 means a 34% yield). (1) The reactants are [Li]CCCC.[Cl:6][C:7]1[CH:12]=[CH:11][N:10]=[C:9]([C:13]([N:15]([CH:19]([CH3:21])[CH3:20])[CH:16]([CH3:18])[CH3:17])=[O:14])[CH:8]=1.[Cl:22][CH2:23][CH2:24][CH2:25]I. The catalyst is C1COCC1. The product is [Cl:6][C:7]1[CH:12]=[CH:11][N:10]=[C:9]([C:13]([N:15]([CH:19]([CH3:21])[CH3:20])[CH:16]([CH3:17])[CH3:18])=[O:14])[C:8]=1[CH2:25][CH2:24][CH2:23][Cl:22]. The yield is 0.770. (2) The catalyst is C(Cl)Cl. The product is [CH:19]1([N:29]2[CH2:30][CH2:31][CH2:32][N:36]([C:40]([C:2]3[CH:7]=[N:6][C:5]([O:8][C:9]4[CH:14]=[CH:13][C:12]([F:15])=[CH:11][CH:10]=4)=[CH:4][CH:3]=3)=[O:45])[CH2:35][CH2:34]2)[CH2:18][CH2:17][CH2:16]1. The yield is 0.570. The reactants are Br[C:2]1[CH:3]=[CH:4][C:5]([O:8][C:9]2[CH:14]=[CH:13][C:12]([F:15])=[CH:11][CH:10]=2)=[N:6][CH:7]=1.[CH2:16]([Li])[CH2:17][CH2:18][CH3:19].Cl.Cl.C1(C2C=[CH:32][CH:31]=[CH:30][NH:29]N=2)CCC1.[CH3:34][CH2:35][N:36]([CH:40](C)C)C(C)C.CC[O:45]CC. (3) The reactants are [C:1]([C:3]1[CH:4]=[C:5]([C:10]([CH3:28])([CH3:27])[C:11](=O)[CH2:12][NH:13][C:14]([NH:16][C:17]2[CH:22]=[CH:21][C:20]([F:23])=[C:19]([O:24][CH3:25])[CH:18]=2)=[S:15])[CH:6]=[CH:7][C:8]=1[F:9])#[N:2].C1(C)C=CC=CC=1. The catalyst is CC(O)=O. The product is [F:9][C:8]1[CH:7]=[CH:6][C:5]([C:10]([C:11]2[N:16]([C:17]3[CH:22]=[CH:21][C:20]([F:23])=[C:19]([O:24][CH3:25])[CH:18]=3)[C:14]([SH:15])=[N:13][CH:12]=2)([CH3:28])[CH3:27])=[CH:4][C:3]=1[C:1]#[N:2]. The yield is 0.650. (4) The reactants are [CH2:1]([N:8]1[CH2:13][CH2:12][N:11]([C:14]2([C:27]#N)[CH2:19][CH2:18][N:17]([C:20]([O:22][C:23]([CH3:26])([CH3:25])[CH3:24])=[O:21])[CH2:16][CH2:15]2)[CH2:10][C@@H:9]1[CH3:29])[C:2]1[CH:7]=[CH:6][CH:5]=[CH:4][CH:3]=1.C(=O)=O.C(#N)C.C[Mg]Br.C(OCC)(=O)C. The catalyst is O1CCCC1.CO.O. The product is [CH2:1]([N:8]1[CH2:13][CH2:12][N:11]([C:14]2([CH3:27])[CH2:19][CH2:18][N:17]([C:20]([O:22][C:23]([CH3:26])([CH3:25])[CH3:24])=[O:21])[CH2:16][CH2:15]2)[CH2:10][C@@H:9]1[CH3:29])[C:2]1[CH:3]=[CH:4][CH:5]=[CH:6][CH:7]=1. The yield is 0.926. (5) The yield is 0.300. The catalyst is CO.C(Cl)Cl. The product is [NH2:1][C:2]1[CH:3]=[C:4]2[C:13](=[CH:14][C:15]=1[Br:18])[O:12][CH2:11][C:10]1[N:5]2[CH:6]([CH3:17])[C:7](=[O:16])[NH:8][N:9]=1. The reactants are [NH2:1][C:2]1[CH:3]=[C:4]2[C:13](=[CH:14][CH:15]=1)[O:12][CH2:11][C:10]1[N:5]2[CH:6]([CH3:17])[C:7](=[O:16])[NH:8][N:9]=1.[Br-:18].[Br-].[Br-].C([N+](CCCC)(CCCC)CCCC)CCC.C([N+](CCCC)(CCCC)CCCC)CCC.C([N+](CCCC)(CCCC)CCCC)CCC. (6) The reactants are [CH3:1][O:2][C:3]1[CH:4]=[C:5]([NH:27][C:28](=[O:33])[C@H:29]([CH3:32])[CH:30]=[CH2:31])[C:6]([C:9]2[CH:10]=[C:11]([C@@H:15]([NH:19][C:20](=[O:26])[O:21][C:22]([CH3:25])([CH3:24])[CH3:23])[CH2:16]C=C)[CH:12]=[CH:13][CH:14]=2)=[N:7][CH:8]=1. The catalyst is ClCCCl.Cl[Ru](=C1N(C2C(C)=CC(C)=CC=2C)CCN1C1C(C)=CC(C)=CC=1C)(Cl)(=CC1C=CC=CC=1)[P](C1CCCCC1)(C1CCCCC1)C1CCCCC1. The product is [CH3:1][O:2][C:3]1[CH:8]=[N:7][C:6]2[C:9]3[CH:14]=[CH:13][CH:12]=[C:11]([CH:10]=3)[C@@H:15]([NH:19][C:20](=[O:26])[O:21][C:22]([CH3:23])([CH3:25])[CH3:24])[CH2:16][CH:31]=[CH:30][C@@H:29]([CH3:32])[C:28](=[O:33])[NH:27][C:5]=2[CH:4]=1. The yield is 0.960. (7) The reactants are [F:1][C:2]1[CH:3]=[C:4]([NH:8][C:9]([C:11]2[NH:12][C:13]3[C:18]([CH:19]=2)=[CH:17][C:16]([CH:20]2[CH2:24][CH2:23][NH:22][CH2:21]2)=[CH:15][CH:14]=3)=[O:10])[CH:5]=[N:6][CH:7]=1.C(N(CC)C(C)C)(C)C.[F:34][C:35]1[CH:40]=[CH:39][C:38]([S:41](Cl)(=[O:43])=[O:42])=[CH:37][CH:36]=1. The catalyst is CN1C(=O)CCC1.C(OCC)(=O)C. The product is [F:34][C:35]1[CH:40]=[CH:39][C:38]([S:41]([N:22]2[CH2:23][CH2:24][CH:20]([C:16]3[CH:17]=[C:18]4[C:13](=[CH:14][CH:15]=3)[NH:12][C:11]([C:9]([NH:8][C:4]3[CH:5]=[N:6][CH:7]=[C:2]([F:1])[CH:3]=3)=[O:10])=[CH:19]4)[CH2:21]2)(=[O:43])=[O:42])=[CH:37][CH:36]=1. The yield is 0.580.